From a dataset of Reaction yield outcomes from USPTO patents with 853,638 reactions. Predict the reaction yield, written as a fraction of the theoretical maximum amount of product (1.0 means a 100% yield; for example, 0.34 means a 34% yield). (1) The reactants are OCC1CCN(C(OC(C)(C)C)=O)C1.[F:15][C:16]([F:21])([F:20])[C:17]([OH:19])=[O:18].[NH:22]1[CH2:27][CH2:26][CH:25]([O:28][C:29]2[CH:34]=[CH:33][CH:32]=[CH:31][C:30]=2[NH:35][S:36]([C:39]2[CH:44]=[CH:43][CH:42]=[CH:41][N:40]=2)(=[O:38])=[O:37])[CH2:24][CH2:23]1. No catalyst specified. The product is [F:15][C:16]([F:21])([F:20])[C:17]([OH:19])=[O:18].[NH:22]1[CH2:23][CH2:24][CH:26]([CH2:25][O:28][C:29]2[CH:34]=[CH:33][CH:32]=[CH:31][C:30]=2[NH:35][S:36]([C:39]2[CH:44]=[CH:43][CH:42]=[CH:41][N:40]=2)(=[O:37])=[O:38])[CH2:27]1. The yield is 0.390. (2) The reactants are C(Cl)(=O)C(Cl)=O.CS(C)=O.[N+:11]([C:14]1[CH:19]=[CH:18][C:17]([N:20]2[CH2:26][CH2:25][CH2:24][CH:23]([OH:27])[CH2:22][CH2:21]2)=[CH:16][CH:15]=1)([O-:13])=[O:12].CCN(CC)CC. The catalyst is C(Cl)Cl. The product is [N+:11]([C:14]1[CH:19]=[CH:18][C:17]([N:20]2[CH2:26][CH2:25][CH2:24][C:23](=[O:27])[CH2:22][CH2:21]2)=[CH:16][CH:15]=1)([O-:13])=[O:12]. The yield is 0.840. (3) The yield is 0.910. The product is [CH3:17][O:7][C:6](=[O:8])[C:5]1[CH:9]=[CH:10][C:2]([Br:1])=[CH:3][C:4]=1[CH3:11]. The reactants are [Br:1][C:2]1[CH:10]=[CH:9][C:5]([C:6]([OH:8])=[O:7])=[C:4]([CH3:11])[CH:3]=1.S(=O)(=O)(O)O.[CH3:17]O. No catalyst specified. (4) The reactants are [CH2:1]([N:8]1[CH2:13][CH:12]=[C:11]([CH3:14])[CH2:10][CH2:9]1)[C:2]1[CH:7]=[CH:6][CH:5]=[CH:4][CH:3]=1.[BH4-].[Na+].B(F)(F)F.CC[O:23]CC.[OH-].[Na+].OO.Cl. The catalyst is C1COCC1.O. The product is [CH2:1]([N:8]1[CH2:9][CH2:10][CH:11]([CH3:14])[CH:12]([OH:23])[CH2:13]1)[C:2]1[CH:7]=[CH:6][CH:5]=[CH:4][CH:3]=1. The yield is 0.790. (5) The reactants are [F:1][C:2]([F:31])([F:30])[C:3]1[CH:4]=[C:5]([C:9]2[CH:10]=[CH:11][C:12]3[N:18]4[CH2:19][C@H:15]([CH2:16][CH2:17]4)[N:14]([C:20]([O:22]C4C=CC=CC=4)=O)[C:13]=3[N:29]=2)[CH:6]=[CH:7][CH:8]=1.[C:32]1([CH2:38][CH2:39][NH2:40])[CH:37]=[CH:36][CH:35]=[CH:34][CH:33]=1. The catalyst is CN(C1C=CN=CC=1)C.CC#N. The yield is 0.180. The product is [CH2:39]([NH:40][C:20]([N:14]1[C@@H:15]2[CH2:19][N:18]([CH2:17][CH2:16]2)[C:12]2[CH:11]=[CH:10][C:9]([C:5]3[CH:6]=[CH:7][CH:8]=[C:3]([C:2]([F:1])([F:30])[F:31])[CH:4]=3)=[N:29][C:13]1=2)=[O:22])[CH2:38][C:32]1[CH:37]=[CH:36][CH:35]=[CH:34][CH:33]=1. (6) The reactants are [Br:1][C:2]1[C:7]([O:8][CH3:9])=[CH:6][CH:5]=[C:4]([N+:10]([O-])=O)[N:3]=1.O.O.Cl[Sn]Cl.O.C([O-])(O)=O.[Na+]. The catalyst is C(O)C. The product is [Br:1][C:2]1[N:3]=[C:4]([NH2:10])[CH:5]=[CH:6][C:7]=1[O:8][CH3:9]. The yield is 0.650. (7) The reactants are [C:1]([OH:9])(=[O:8])[C:2]1[CH:7]=[CH:6][CH:5]=[CH:4][CH:3]=1.[CH2:10](O)[CH2:11][CH2:12][CH2:13][CH2:14][OH:15].C1(C)C=CC(S(O)(=O)=O)=CC=1. The catalyst is O. The product is [C:1]([O:9][CH2:10][CH2:11][CH2:12][CH2:13][CH2:14][OH:15])(=[O:8])[C:2]1[CH:7]=[CH:6][CH:5]=[CH:4][CH:3]=1. The yield is 0.670.